This data is from Forward reaction prediction with 1.9M reactions from USPTO patents (1976-2016). The task is: Predict the product of the given reaction. (1) Given the reactants [CH3:1][O:2][C:3](=[O:14])[CH2:4][C:5]1[CH:10]=[CH:9][C:8]([O:11][CH3:12])=[CH:7][C:6]=1Br.[Cu][C:16]#[N:17], predict the reaction product. The product is: [CH3:1][O:2][C:3](=[O:14])[CH2:4][C:5]1[CH:10]=[CH:9][C:8]([O:11][CH3:12])=[CH:7][C:6]=1[C:16]#[N:17]. (2) Given the reactants [F:1][C:2]([F:13])([F:12])[C@@H:3]1[CH2:8][CH2:7][C@H:6]([C:9]([OH:11])=O)[CH2:5][CH2:4]1.C(Cl)(=O)C(Cl)=O.Cl.Cl.[NH:22]1[CH2:26][CH2:25][CH2:24][C@@H:23]1[CH2:27][O:28][C:29]1[C:30]([C:35]([NH2:37])=[O:36])=[N:31][CH:32]=[CH:33][CH:34]=1.C(N(CC)CC)C.Cl, predict the reaction product. The product is: [F:12][C:2]([F:1])([F:13])[C@@H:3]1[CH2:4][CH2:5][C@H:6]([C:9]([N:22]2[CH2:26][CH2:25][CH2:24][C@@H:23]2[CH2:27][O:28][C:29]2[C:30]([C:35]([NH2:37])=[O:36])=[N:31][CH:32]=[CH:33][CH:34]=2)=[O:11])[CH2:7][CH2:8]1. (3) Given the reactants [NH2:1][C:2]1[CH:3]=[C:4]([C:8]2[C:16]([C:17]3[CH:22]=[CH:21][N:20]=[C:19]([NH:23][C:24]4[CH:29]=[CH:28][CH:27]=[C:26]([F:30])[CH:25]=4)[N:18]=3)=[C:11]3[CH:12]=[CH:13][CH:14]=[CH:15][N:10]3[N:9]=2)[CH:5]=[CH:6][CH:7]=1.[Cl:31][C:32]1[CH:40]=[CH:39][CH:38]=[C:37]([F:41])[C:33]=1[C:34](Cl)=[O:35], predict the reaction product. The product is: [Cl:31][C:32]1[CH:40]=[CH:39][CH:38]=[C:37]([F:41])[C:33]=1[C:34]([NH:1][C:2]1[CH:7]=[CH:6][CH:5]=[C:4]([C:8]2[C:16]([C:17]3[CH:22]=[CH:21][N:20]=[C:19]([NH:23][C:24]4[CH:29]=[CH:28][CH:27]=[C:26]([F:30])[CH:25]=4)[N:18]=3)=[C:11]3[CH:12]=[CH:13][CH:14]=[CH:15][N:10]3[N:9]=2)[CH:3]=1)=[O:35]. (4) Given the reactants [CH2:1]([CH:6]1[CH2:12][CH:11]2[NH:13][CH:8]([CH2:9][CH2:10]2)[CH2:7]1)[CH2:2][CH2:3][CH2:4][CH3:5].[Na+].[I-].C([O-])([O-])=O.[K+].[K+].[CH3:22][N:23]([CH:25]=[O:26])[CH3:24], predict the reaction product. The product is: [CH3:8][C@H:9]([CH2:10][N:13]1[CH:11]2[CH2:10][CH2:9][C@H:8]1[CH2:7][CH:6]([CH2:1][CH2:2][CH2:3][CH2:4][CH3:5])[CH2:12]2)[CH2:22][N:23]1[C:24]2[C:3](=[CH:2][CH:1]=[CH:6][CH:7]=2)[CH2:4][CH2:5][C:25]1=[O:26]. (5) Given the reactants [O:1]1[C:5]2[CH:6]=[CH:7][CH:8]=[CH:9][C:4]=2[C:3]([C:10]2[C:18](=O)[N:17]3[C:13]([NH:14][C:15]4[CH:23]=[CH:22][CH:21]=[CH:20][C:16]=43)=[C:12]([C:24]#[N:25])[C:11]=2[CH3:26])=[CH:2]1.C(=O)([O-])O.[Na+].P(Cl)(Cl)([Cl:34])=O, predict the reaction product. The product is: [O:1]1[C:5]2[CH:6]=[CH:7][CH:8]=[CH:9][C:4]=2[C:3]([C:10]2[C:11]([CH3:26])=[C:12]([C:24]#[N:25])[C:13]3[N:17]([C:18]=2[Cl:34])[C:16]2[CH:20]=[CH:21][CH:22]=[CH:23][C:15]=2[N:14]=3)=[CH:2]1. (6) Given the reactants CN(C(ON1N=NC2C=CC=CC1=2)=[N+](C)C)C.F[P-](F)(F)(F)(F)F.[CH3:25][C:26]1[CH:31]=[C:30]([C:32]([N:34]2[CH2:43][C:42]3[CH:41]=[N:40][N:39]([CH3:44])[C:38]=3[NH:37][C:36]3[CH:45]=[CH:46][CH:47]=[CH:48][C:35]2=3)=[O:33])[CH:29]=[CH:28][C:27]=1[CH2:49][CH2:50][CH2:51][CH2:52][C:53]([OH:55])=O.Cl.Cl.[CH3:58][C:59]([CH3:69])([CH3:68])[CH2:60][CH2:61][N:62]1[CH2:67][CH2:66][NH:65][CH2:64][CH2:63]1.CCN(C(C)C)C(C)C, predict the reaction product. The product is: [CH3:58][C:59]([CH3:69])([CH3:68])[CH2:60][CH2:61][N:62]1[CH2:63][CH2:64][N:65]([C:53](=[O:55])[CH2:52][CH2:51][CH2:50][CH2:49][C:27]2[CH:28]=[CH:29][C:30]([C:32]([N:34]3[CH2:43][C:42]4[CH:41]=[N:40][N:39]([CH3:44])[C:38]=4[NH:37][C:36]4[CH:45]=[CH:46][CH:47]=[CH:48][C:35]3=4)=[O:33])=[CH:31][C:26]=2[CH3:25])[CH2:66][CH2:67]1. (7) Given the reactants C(=O)([O-])[O-].[Cs+].[Cs+].[OH:7][C:8]1[CH:9]=[C:10]([CH:20]=[C:21]([O:23][C@@H:24]([CH3:27])[CH2:25][OH:26])[CH:22]=1)[C:11]([NH:13][C:14]1[CH:18]=[CH:17][N:16]([CH3:19])[N:15]=1)=[O:12].[CH2:28]([O:30][C:31](=[O:40])[C:32]1[CH:37]=[CH:36][C:35](F)=[C:34]([F:39])[CH:33]=1)[CH3:29].C(OCC)(=O)C, predict the reaction product. The product is: [F:39][C:34]1[CH:33]=[C:32]([CH:37]=[CH:36][C:35]=1[O:7][C:8]1[CH:9]=[C:10]([C:11]([NH:13][C:14]2[CH:18]=[CH:17][N:16]([CH3:19])[N:15]=2)=[O:12])[CH:20]=[C:21]([O:23][C@@H:24]([CH3:27])[CH2:25][OH:26])[CH:22]=1)[C:31]([O:30][CH2:28][CH3:29])=[O:40].